Dataset: Reaction yield outcomes from USPTO patents with 853,638 reactions. Task: Predict the reaction yield, written as a fraction of the theoretical maximum amount of product (1.0 means a 100% yield; for example, 0.34 means a 34% yield). (1) The product is [Si:1]([O:8][CH2:9][C:10]1[CH:15]=[CH:14][C:13]([C:16]([C:18]2[CH:19]=[N:20][CH:21]=[CH:22][CH:23]=2)=[O:17])=[CH:12][CH:11]=1)([C:4]([CH3:7])([CH3:6])[CH3:5])([CH3:3])[CH3:2]. The catalyst is O1CCOCC1.[O-2].[O-2].[Mn+4]. The yield is 0.650. The reactants are [Si:1]([O:8][CH2:9][C:10]1[CH:15]=[CH:14][C:13]([CH:16]([C:18]2[CH:19]=[N:20][CH:21]=[CH:22][CH:23]=2)[OH:17])=[CH:12][CH:11]=1)([C:4]([CH3:7])([CH3:6])[CH3:5])([CH3:3])[CH3:2]. (2) The reactants are [CH3:1][CH:2]1[CH2:7][N:6](C(OCC2C=CC=CC=2)=O)[CH2:5][C:4]2[O:18][C:19]([C:21]3[CH:26]=[CH:25][CH:24]=[CH:23][N:22]=3)=[N:20][C:3]1=2.[Si](I)(C)(C)C. The catalyst is CC#N. The product is [CH3:1][CH:2]1[CH2:7][NH:6][CH2:5][C:4]2[O:18][C:19]([C:21]3[CH:26]=[CH:25][CH:24]=[CH:23][N:22]=3)=[N:20][C:3]1=2. The yield is 0.540. (3) The reactants are [O:1]1[C:5]2[CH:6]=[CH:7][C:8]([CH:10]3[CH:19]([C:20]([O:22][CH3:23])=[O:21])[C:18](=[O:24])[C:17]4[C:12](=[CH:13][CH:14]=[CH:15][CH:16]=4)[O:11]3)=[CH:9][C:4]=2[O:3][CH2:2]1.[BH4-].[Na+].O. The catalyst is O1CCCC1.CO. The product is [O:1]1[C:5]2[CH:6]=[CH:7][C:8]([CH:10]3[CH:19]([C:20]([O:22][CH3:23])=[O:21])[CH:18]([OH:24])[C:17]4[C:12](=[CH:13][CH:14]=[CH:15][CH:16]=4)[O:11]3)=[CH:9][C:4]=2[O:3][CH2:2]1. The yield is 0.870. (4) The reactants are [CH2:1]([C:3]1[N:8]([C:9]2[CH:14]=[CH:13][C:12]([O:15][CH:16]3[CH2:21][CH2:20][CH2:19][CH:18]([OH:22])[CH2:17]3)=[CH:11][CH:10]=2)[C:7](=[O:23])[C:6]([CH2:24][C:25]2[CH:30]=[CH:29][C:28]([C:31]3[CH:36]=[CH:35][CH:34]=[CH:33][C:32]=3[C:37]3[NH:41][C:40](=[O:42])[O:39][N:38]=3)=[CH:27][CH:26]=2)=[C:5]([CH2:43][CH2:44][CH3:45])[N:4]=1)[CH3:2].CC(OI1(OC(C)=O)(OC(C)=O)OC(=O)C2C1=CC=CC=2)=O. The catalyst is ClCCl.C(OCC)(=O)C. The product is [CH2:1]([C:3]1[N:8]([C:9]2[CH:10]=[CH:11][C:12]([O:15][CH:16]3[CH2:21][CH2:20][CH2:19][C:18](=[O:22])[CH2:17]3)=[CH:13][CH:14]=2)[C:7](=[O:23])[C:6]([CH2:24][C:25]2[CH:30]=[CH:29][C:28]([C:31]3[CH:36]=[CH:35][CH:34]=[CH:33][C:32]=3[C:37]3[NH:41][C:40](=[O:42])[O:39][N:38]=3)=[CH:27][CH:26]=2)=[C:5]([CH2:43][CH2:44][CH3:45])[N:4]=1)[CH3:2]. The yield is 0.760. (5) The reactants are [CH3:1][C:2]1[CH:3]=[C:4]([OH:9])[CH:5]=[C:6]([CH3:8])[CH:7]=1.[Br:10]N1C(=O)CCC1=O. The catalyst is C(=S)=S. The product is [Br:10][C:3]1[C:2]([CH3:1])=[CH:7][C:6]([CH3:8])=[CH:5][C:4]=1[OH:9]. The yield is 0.660. (6) The reactants are Cl[CH2:2][C:3]([OH:5])=[O:4].[OH-].[Na+].[CH3:8][C:9]([C:11]1[CH:16]=[CH:15][C:14]([NH2:17])=[CH:13][CH:12]=1)=[O:10]. No catalyst specified. The product is [C:9]([C:11]1[CH:16]=[CH:15][C:14]([NH:17][CH2:2][C:3]([OH:5])=[O:4])=[CH:13][CH:12]=1)(=[O:10])[CH3:8]. The yield is 0.900.